From a dataset of Catalyst prediction with 721,799 reactions and 888 catalyst types from USPTO. Predict which catalyst facilitates the given reaction. (1) Reactant: [CH3:1][O:2][C:3]([C@@H:5]1[CH2:10][CH2:9][C@H:8]([O:11][C:12]2[CH:20]=[CH:19][C:15]([C:16](O)=[O:17])=[CH:14][CH:13]=2)[CH2:7][CH2:6]1)=[O:4].C(Cl)(=O)C([Cl:24])=O. Product: [CH3:1][O:2][C:3]([C@@H:5]1[CH2:10][CH2:9][C@H:8]([O:11][C:12]2[CH:20]=[CH:19][C:15]([C:16]([Cl:24])=[O:17])=[CH:14][CH:13]=2)[CH2:7][CH2:6]1)=[O:4]. The catalyst class is: 174. (2) Reactant: [NH:1]1[C:9]2[C:4](=[CH:5][C:6]([C:10]3[N:15]=[N:14][C:13]([O:16][C@H:17]4[CH:22]5[CH2:23][CH2:24][N:19]([CH2:20][CH2:21]5)[CH2:18]4)=[CH:12][CH:11]=3)=[CH:7][CH:8]=2)[CH:3]=[CH:2]1.[C:25]([OH:32])(=[O:31])/[CH:26]=[CH:27]/[C:28]([OH:30])=[O:29]. The catalyst class is: 513. Product: [C:25]([OH:32])(=[O:31])/[CH:26]=[CH:27]/[C:28]([OH:30])=[O:29].[NH:1]1[C:9]2[C:4](=[CH:5][C:6]([C:10]3[N:15]=[N:14][C:13]([O:16][C@H:17]4[CH:22]5[CH2:21][CH2:20][N:19]([CH2:24][CH2:23]5)[CH2:18]4)=[CH:12][CH:11]=3)=[CH:7][CH:8]=2)[CH:3]=[CH:2]1. (3) Reactant: [CH2:1]([O:3][C:4]([C:6]1([C:9]2[CH:14]=[CH:13][C:12]([C:15]3[CH:20]=[CH:19][C:18]([C:21]4[S:22][C:23]([Cl:29])=[CH:24][C:25]=4C(=O)N)=[CH:17][CH:16]=3)=[CH:11][CH:10]=2)[CH2:8][CH2:7]1)=[O:5])[CH3:2].[N:30]1[CH:35]=CC=CC=1.FC(F)(F)C(OI(C1C=CC=CC=1)OC(=O)C(F)(F)F)=[O:39].[F:57][C:58]1[CH:63]=[C:62]([F:64])[CH:61]=[CH:60][C:59]=1[C@H:65]([OH:67])[CH3:66]. Product: [CH2:1]([O:3][C:4]([C:6]1([C:9]2[CH:10]=[CH:11][C:12]([C:15]3[CH:16]=[CH:17][C:18]([C:21]4[S:22][C:23]([Cl:29])=[CH:24][C:25]=4[NH:30][C:35]([O:67][C@@H:65]([C:59]4[CH:60]=[CH:61][C:62]([F:64])=[CH:63][C:58]=4[F:57])[CH3:66])=[O:39])=[CH:19][CH:20]=3)=[CH:13][CH:14]=2)[CH2:8][CH2:7]1)=[O:5])[CH3:2]. The catalyst class is: 133. (4) Reactant: Cl[C:2]1[N:3]=[C:4]([NH:27][CH3:28])[C:5]2[C:10]([C:11]3[CH:16]=[CH:15][N:14]=[CH:13][CH:12]=3)=[CH:9][N:8](S(C3C=CC(C)=CC=3)(=O)=O)[C:6]=2[N:7]=1.[NH2:29][C:30]1[CH:38]=[C:37]2[C:33]([CH:34]=[N:35][NH:36]2)=[CH:32][CH:31]=1.C[Si](Cl)(C)C. Product: [NH:36]1[C:37]2[C:33](=[CH:32][CH:31]=[C:30]([NH:29][C:2]3[N:3]=[C:4]([NH:27][CH3:28])[C:5]4[C:10]([C:11]5[CH:12]=[CH:13][N:14]=[CH:15][CH:16]=5)=[CH:9][NH:8][C:6]=4[N:7]=3)[CH:38]=2)[CH:34]=[N:35]1. The catalyst class is: 51. (5) Reactant: C(N(CC)C(C)C)(C)C.[I:10][C:11]1[CH:12]=[CH:13][C:14]([CH3:18])=[C:15]([OH:17])[CH:16]=1.Cl[CH2:20][O:21][CH3:22]. Product: [I:10][C:11]1[CH:12]=[CH:13][C:14]([CH3:18])=[C:15]([O:17][CH2:20][O:21][CH3:22])[CH:16]=1. The catalyst class is: 363. (6) Reactant: Cl.O.[NH:3]1[CH2:8][CH2:7][C:6](=[O:9])[CH2:5][CH2:4]1.O.ON1C2C=CC=CC=2N=N1.[F:21][C:22]([F:33])([F:32])[C:23]1[CH:24]=[C:25]([CH:29]=[CH:30][CH:31]=1)[C:26](O)=[O:27].C(N(CC)CC)C. Product: [F:21][C:22]([F:32])([F:33])[C:23]1[CH:24]=[C:25]([CH:29]=[CH:30][CH:31]=1)[C:26]([N:3]1[CH2:8][CH2:7][C:6](=[O:9])[CH2:5][CH2:4]1)=[O:27]. The catalyst class is: 9. (7) Reactant: [F:1][C:2]1[CH:3]=[C:4]([CH:14]=[CH:15][CH:16]=1)[C:5]([CH3:13])([CH3:12])[C@@H:6]([C:9]([OH:11])=[O:10])[NH:7][CH3:8].F[P-](F)(F)(F)(F)F.N1(O[P+](N2CCCC2)(N2CCCC2)N2CCCC2)C2C=CC=CC=2N=N1.C(N(C(C)C)CC)(C)C.Cl.[CH3:60]/[C:61](=[CH:67]\[C@@H:68]([N:72]([CH3:81])[C:73](=[O:80])[C@H:74]([C:76]([CH3:79])([CH3:78])[CH3:77])[NH2:75])[CH:69]([CH3:71])[CH3:70])/[C:62]([O:64][CH2:65][CH3:66])=[O:63]. Product: [F:1][C:2]1[CH:3]=[C:4]([CH:14]=[CH:15][CH:16]=1)[C:5]([CH3:13])([CH3:12])[C@@H:6]([C:9]([NH:75][C@H:74]([C:73]([N:72]([C@@H:68]([CH:69]([CH3:70])[CH3:71])/[CH:67]=[C:61](\[CH3:60])/[C:62]([O:64][CH2:65][CH3:66])=[O:63])[CH3:81])=[O:80])[C:76]([CH3:78])([CH3:79])[CH3:77])=[O:11])[NH:7][CH3:8].[F:1][C:2]1[CH:3]=[C:4]([CH:14]=[CH:15][CH:16]=1)[C:5]([CH3:13])([CH3:12])[C@H:6]([C:9]([NH:75][C@H:74]([C:73]([N:72]([C@@H:68]([CH:69]([CH3:71])[CH3:70])/[CH:67]=[C:61](\[CH3:60])/[C:62]([O:64][CH2:65][CH3:66])=[O:63])[CH3:81])=[O:80])[C:76]([CH3:78])([CH3:77])[CH3:79])=[O:10])[NH:7][CH3:8]. The catalyst class is: 96. (8) Reactant: [C:1](Cl)(=O)[CH3:2].[OH:5]/[N:6]=[C:7](\[NH2:34])/[C:8]1[CH:13]=[CH:12][C:11]([CH:14]2[CH2:19][CH2:18][N:17]([C:20](=[O:33])[C:21]3[CH:26]=[CH:25][C:24]([CH3:27])=[C:23]([NH:28][S:29]([CH3:32])(=[O:31])=[O:30])[CH:22]=3)[CH2:16][CH2:15]2)=[CH:10][CH:9]=1. The catalyst class is: 11. Product: [CH3:27][C:24]1[CH:25]=[CH:26][C:21]([C:20]([N:17]2[CH2:16][CH2:15][CH:14]([C:11]3[CH:12]=[CH:13][C:8]([C:7]4[N:34]=[C:1]([CH3:2])[O:5][N:6]=4)=[CH:9][CH:10]=3)[CH2:19][CH2:18]2)=[O:33])=[CH:22][C:23]=1[NH:28][S:29]([CH3:32])(=[O:31])=[O:30]. (9) Reactant: [CH3:1][O:2][C:3]1[C:4](=[O:39])[C:5]([CH3:38])=[C:6]([CH2:12][C:13]2[C:14]([O:34]C(=O)C)=[C:15]([CH:31]=[CH:32][CH:33]=2)[C:16]([NH:18][C:19]2[CH:24]=[CH:23][C:22]([N:25]3[CH2:30][CH2:29][O:28][CH2:27][CH2:26]3)=[CH:21][CH:20]=2)=[O:17])[C:7](=[O:11])[C:8]=1[O:9][CH3:10].C(=O)([O-])O.[Na+]. Product: [CH3:1][O:2][C:3]1[C:4](=[O:39])[C:5]([CH3:38])=[C:6]([CH2:12][C:13]2[C:14]([OH:34])=[C:15]([CH:31]=[CH:32][CH:33]=2)[C:16]([NH:18][C:19]2[CH:20]=[CH:21][C:22]([N:25]3[CH2:26][CH2:27][O:28][CH2:29][CH2:30]3)=[CH:23][CH:24]=2)=[O:17])[C:7](=[O:11])[C:8]=1[O:9][CH3:10]. The catalyst class is: 24. (10) Reactant: Br[C:2]1[CH:3]=[CH:4][C:5]([OH:12])=[C:6]([CH:11]=1)[C:7]([O:9][CH3:10])=[O:8].[C:13]([Cu])#[N:14].Cl. Product: [C:13]([C:2]1[CH:3]=[CH:4][C:5]([OH:12])=[C:6]([CH:11]=1)[C:7]([O:9][CH3:10])=[O:8])#[N:14]. The catalyst class is: 3.